Dataset: Aqueous solubility values for 9,982 compounds from the AqSolDB database. Task: Regression/Classification. Given a drug SMILES string, predict its absorption, distribution, metabolism, or excretion properties. Task type varies by dataset: regression for continuous measurements (e.g., permeability, clearance, half-life) or binary classification for categorical outcomes (e.g., BBB penetration, CYP inhibition). For this dataset (solubility_aqsoldb), we predict Y. (1) The drug is C=CCCCCCCCCC=O. The Y is -3.89 log mol/L. (2) The molecule is O=C(NC(=O)c1cccnc1)Nc1ccccc1. The Y is -3.38 log mol/L. (3) The drug is NS(=O)(=O)c1nc2ccccc2s1. The Y is -2.63 log mol/L.